The task is: Predict the reactants needed to synthesize the given product.. This data is from Full USPTO retrosynthesis dataset with 1.9M reactions from patents (1976-2016). (1) The reactants are: [CH3:1][C:2]([CH3:17])([CH3:16])[C:3]([NH:5][C:6]1[CH:11]=[CH:10][C:9]([N+:12]([O-:14])=[O:13])=[CH:8][C:7]=1[CH3:15])=O.S(Cl)(Cl)=O.[CH2:22]([NH:26][CH2:27][CH:28]([CH3:30])[CH3:29])[CH:23]([CH3:25])[CH3:24]. Given the product [CH2:22]([N:26]([CH2:27][CH:28]([CH3:30])[CH3:29])[C:3](=[N:5][C:6]1[CH:11]=[CH:10][C:9]([N+:12]([O-:14])=[O:13])=[CH:8][C:7]=1[CH3:15])[C:2]([CH3:17])([CH3:16])[CH3:1])[CH:23]([CH3:25])[CH3:24], predict the reactants needed to synthesize it. (2) Given the product [C:1]([O:5][C:6]([N:8]1[CH2:12][CH2:11][CH2:10][CH:9]1[CH2:13][NH:14][C:15]1[C:16]2[N:17]([N:21]=[C:22]([NH:38][C:35]3[CH:34]=[CH:33][C:32]([N:29]4[CH2:28][CH2:27][N:26]([CH3:25])[CH2:31][CH2:30]4)=[CH:37][CH:36]=3)[N:23]=2)[CH:18]=[CH:19][CH:20]=1)=[O:7])([CH3:4])([CH3:3])[CH3:2], predict the reactants needed to synthesize it. The reactants are: [C:1]([O:5][C:6]([N:8]1[CH2:12][CH2:11][CH2:10][CH:9]1[CH2:13][NH:14][C:15]1[C:16]2[N:17]([N:21]=[C:22](Cl)[N:23]=2)[CH:18]=[CH:19][CH:20]=1)=[O:7])([CH3:4])([CH3:3])[CH3:2].[CH3:25][N:26]1[CH2:31][CH2:30][N:29]([C:32]2[CH:37]=[CH:36][C:35]([NH2:38])=[CH:34][CH:33]=2)[CH2:28][CH2:27]1.C1(P(C2CCCCC2)C2C=CC=CC=2C2C=CC=CC=2P(C2CCCCC2)C2CCCCC2)CCCCC1. (3) Given the product [CH2:24]([C:26]1[C:35]([CH3:36])=[C:34]([O:37][C:38](=[O:39])[CH3:40])[C:33]2[C:28](=[CH:29][CH:30]=[C:31]([F:44])[C:32]=2[F:43])[N:27]=1)[CH3:25], predict the reactants needed to synthesize it. The reactants are: [H-].[Na+].C(C1C(C)=C(OC(C2CC2)=O)C2C(=CC(F)=C(F)C=2)N=1)C.[CH2:24]([C:26]1[C:35]([CH3:36])=[C:34]([O:37][C:38]([CH:40]2CC2)=[O:39])[C:33]2[C:28](=[CH:29][CH:30]=[C:31]([F:44])[C:32]=2[F:43])[N:27]=1)[CH3:25].O. (4) Given the product [Br:9][C:10]1[C:11]([C:22]2[S:24][CH2:2][C:3]([OH:8])([C:4]([F:7])([F:6])[F:5])[N:23]=2)=[CH:12][C:13]([NH:16][C:17]([NH:19][CH2:20][CH3:21])=[O:18])=[N:14][CH:15]=1, predict the reactants needed to synthesize it. The reactants are: Br[CH2:2][C:3](=[O:8])[C:4]([F:7])([F:6])[F:5].[Br:9][C:10]1[C:11]([C:22](=[S:24])[NH2:23])=[CH:12][C:13]([NH:16][C:17]([NH:19][CH2:20][CH3:21])=[O:18])=[N:14][CH:15]=1. (5) Given the product [Cl:1][C:2]1[C:3]([N+:12]([O-:14])=[O:13])=[CH:4][C:5]2[O:9][C:8]([CH3:10])=[N:7][C:6]=2[CH:11]=1, predict the reactants needed to synthesize it. The reactants are: [Cl:1][C:2]1[CH:3]=[CH:4][C:5]2[O:9][C:8]([CH3:10])=[N:7][C:6]=2[CH:11]=1.[N+:12]([O-])([OH:14])=[O:13].O1C2C=CC=CC=2N=C1.